From a dataset of Peptide-MHC class II binding affinity with 134,281 pairs from IEDB. Regression. Given a peptide amino acid sequence and an MHC pseudo amino acid sequence, predict their binding affinity value. This is MHC class II binding data. The peptide sequence is YDEPMTPGQCNMVVE. The MHC is HLA-DQA10101-DQB10501 with pseudo-sequence HLA-DQA10101-DQB10501. The binding affinity (normalized) is 0.212.